Dataset: Full USPTO retrosynthesis dataset with 1.9M reactions from patents (1976-2016). Task: Predict the reactants needed to synthesize the given product. (1) Given the product [CH2:1]([C:5]1[CH:6]=[CH:7][C:8]([CH:11]([CH3:15])[C:12]([O:14][CH3:21])=[O:13])=[CH:9][CH:10]=1)[CH:2]([CH3:4])[CH3:3], predict the reactants needed to synthesize it. The reactants are: [CH2:1]([C:5]1[CH:10]=[CH:9][C:8]([CH:11]([CH3:15])[C:12]([OH:14])=[O:13])=[CH:7][CH:6]=1)[CH:2]([CH3:4])[CH3:3].OS(O)(=O)=O.[CH3:21]O. (2) The reactants are: N[C:2]1[N:3]=[C:4]([OH:32])[C:5]2[N:10](S(C3C=CC(C)=CC=3)(=O)=O)[CH:9]=[C:8](CC3C(C)=C(OC)C(C)=CN=3)[C:6]=2[N:7]=1.[OH-].[K+].CO.Cl. Given the product [N:7]1[C:6]2[CH:8]=[CH:9][NH:10][C:5]=2[C:4]([OH:32])=[N:3][CH:2]=1, predict the reactants needed to synthesize it. (3) Given the product [C:35]([O:34][C:32]([N:28]1[CH2:29][CH2:30][CH2:31][C@@H:26]([C:24](=[O:25])[C:15]2[CH:16]=[CH:17][CH:18]=[C:13]([O:12][C:7]3[CH:8]=[CH:9][CH:10]=[CH:11][C:6]=3[CH3:20])[C:14]=2[F:19])[CH2:27]1)=[O:33])([CH3:38])([CH3:37])[CH3:36], predict the reactants needed to synthesize it. The reactants are: [Li]CCCC.[C:6]1([CH3:20])[CH:11]=[CH:10][CH:9]=[CH:8][C:7]=1[O:12][C:13]1[CH:18]=[CH:17][CH:16]=[CH:15][C:14]=1[F:19].CON(C)[C:24]([C@@H:26]1[CH2:31][CH2:30][CH2:29][N:28]([C:32]([O:34][C:35]([CH3:38])([CH3:37])[CH3:36])=[O:33])[CH2:27]1)=[O:25]. (4) Given the product [NH2:19][C:11]1[C:10]2=[N:26][N:27]([CH2:30][CH3:31])[C:28]([CH2:29][C:65]3([OH:64])[CH2:70][CH2:69][NH:68][CH2:67][CH2:66]3)=[C:9]2[C:8]2[CH:7]=[CH:6][CH:5]=[CH:14][C:13]=2[N:12]=1.[NH2:50][C:42]1[C:41]2=[N:57][N:58]([CH2:61][CH3:62])[C:59]([CH2:71][N:68]3[CH2:67][CH2:66][CH:65]([OH:64])[CH2:70][CH2:69]3)=[C:40]2[C:39]2[CH:38]=[CH:37][CH:36]=[CH:45][C:44]=2[N:43]=1, predict the reactants needed to synthesize it. The reactants are: C([C:5]1[CH:6]=[CH:7][C:8]2[C:9]3[C:10](=[N:26][N:27]([CH2:30][CH3:31])[C:28]=3[CH3:29])[C:11]([N:19](C([O-])=O)C([O-])=O)=[N:12][C:13]=2[C:14]=1C(C)(C)C)(C)(C)C.C([C:36]1[CH:37]=[CH:38][C:39]2[C:40]3[C:41](=[N:57][N:58]([CH2:61][CH2:62]C)[C:59]=3C)[C:42]([N:50](C([O-])=O)C([O-])=O)=[N:43][C:44]=2[C:45]=1C(C)(C)C)(C)(C)C.[O:64]=[C:65]1[CH2:70][CH2:69][N:68]([C:71](OC(C)(C)C)=O)[CH2:67][CH2:66]1.C1(=O)CCC1. (5) Given the product [CH2:1]([O:5][C:6]1[CH:11]=[C:10]([O:12][C:13]2[CH:18]=[CH:17][C:16]([C:19]([F:20])([F:21])[F:22])=[CH:15][N:14]=2)[CH:9]=[CH:8][C:7]=1[CH2:23][CH2:24][CH2:25][O:26][C:28]1[C:33]([O:34][CH3:35])=[CH:32][CH:31]=[CH:30][C:29]=1[CH2:36][C:37]([OH:39])=[O:38])[CH:2]([CH3:4])[CH3:3], predict the reactants needed to synthesize it. The reactants are: [CH2:1]([O:5][C:6]1[CH:11]=[C:10]([O:12][C:13]2[CH:18]=[CH:17][C:16]([C:19]([F:22])([F:21])[F:20])=[CH:15][N:14]=2)[CH:9]=[CH:8][C:7]=1[CH2:23][CH2:24][CH2:25][OH:26])[CH:2]([CH3:4])[CH3:3].O[C:28]1[C:33]([O:34][CH3:35])=[CH:32][CH:31]=[CH:30][C:29]=1[CH2:36][C:37]([O:39]C)=[O:38].C(P(CCCC)CCCC)CCC.N(C(N1CCCCC1)=O)=NC(N1CCCCC1)=O.O1CCCC1CO.[OH-].[Na+].Cl.